This data is from Catalyst prediction with 721,799 reactions and 888 catalyst types from USPTO. The task is: Predict which catalyst facilitates the given reaction. Reactant: [CH:1]1([CH:7](O)[C:8]2[N:12]([CH3:13])[C:11]([C:14]([O:16][CH3:17])=[O:15])=[CH:10][CH:9]=2)[CH2:6][CH2:5][CH2:4][CH2:3][CH2:2]1.[SiH](CC)(CC)CC.C(O)(C(F)(F)F)=O. Product: [CH:1]1([CH2:7][C:8]2[N:12]([CH3:13])[C:11]([C:14]([O:16][CH3:17])=[O:15])=[CH:10][CH:9]=2)[CH2:2][CH2:3][CH2:4][CH2:5][CH2:6]1. The catalyst class is: 34.